Dataset: Full USPTO retrosynthesis dataset with 1.9M reactions from patents (1976-2016). Task: Predict the reactants needed to synthesize the given product. (1) Given the product [F:19][C:14]1([F:18])[CH2:13][O:12][C@:11]([CH2:10][OH:9])([CH3:20])[CH2:17][CH2:16][CH2:15]1, predict the reactants needed to synthesize it. The reactants are: C([O:9][CH2:10][C@@:11]1([CH3:20])[CH2:17][CH2:16][CH2:15][C:14]([F:19])([F:18])[CH2:13][O:12]1)(=O)C1C=CC=CC=1.[OH-].[Na+]. (2) Given the product [OH:3][C:2]1[N:1]=[C:4]([CH3:11])[CH:5]=[C:6]([OH:10])[C:7]=1[C:8]#[N:9], predict the reactants needed to synthesize it. The reactants are: [NH2:1][C:2]1[O:3][C:4]([CH3:11])=[CH:5][C:6](=[O:10])[C:7]=1[C:8]#[N:9]. (3) Given the product [F:1][C:2]1[N:7]=[CH:6][C:5]([C:8]2[C:17]3[CH2:16][CH2:15][N:14]4[C:18](=[O:24])[CH2:19][NH:20][C:21](=[O:23])[CH:22]=[C:13]4[C:12]=3[N:11]=[CH:10][CH:9]=2)=[CH:4][CH:3]=1, predict the reactants needed to synthesize it. The reactants are: [F:1][C:2]1[N:7]=[CH:6][C:5]([C:8]2[C:17]3[CH2:16][CH2:15][N:14]4[C:18](=[O:24])[CH2:19][NH:20][C:21](=[O:23])[CH2:22][CH:13]4[C:12]=3[N:11]=[CH:10][CH:9]=2)=[CH:4][CH:3]=1.C([O-])(O)=O.[Na+]. (4) Given the product [CH3:28][O:27][C:25](=[O:26])[CH:30]=[CH:17][C:16]1[CH:19]=[CH:20][C:21]([O:23][CH3:24])=[CH:22][C:15]=1[F:14], predict the reactants needed to synthesize it. The reactants are: [H-].[Na+].CC(P(OC)(O)=O)(C([O-])=O)C.[F:14][C:15]1[CH:22]=[C:21]([O:23][CH3:24])[CH:20]=[CH:19][C:16]=1[CH:17]=O.[C:25]([CH:30]=P(C1C=CC=CC=1)(C1C=CC=CC=1)C1C=CC=CC=1)([O:27][CH2:28]C)=[O:26].[Cl-].[NH4+]. (5) The reactants are: [Br:1]N1C(=O)CCC1=O.[F:9][CH:10]([F:40])[O:11][CH:12]([C:17]1[C:22]2[N:23]3[CH2:29][CH2:28][CH2:27][N:26]([C:30]4[C:31]([CH3:39])=[N:32][C:33]([O:37][CH3:38])=[N:34][C:35]=4[CH3:36])[C:24]3=[N:25][C:21]=2[CH:20]=[CH:19][CH:18]=1)[C:13]([F:16])([F:15])[F:14]. Given the product [Br:1][C:20]1[C:21]2[N:25]=[C:24]3[N:26]([C:30]4[C:35]([CH3:36])=[N:34][C:33]([O:37][CH3:38])=[N:32][C:31]=4[CH3:39])[CH2:27][CH2:28][CH2:29][N:23]3[C:22]=2[C:17]([CH:12]([O:11][CH:10]([F:9])[F:40])[C:13]([F:16])([F:15])[F:14])=[CH:18][CH:19]=1, predict the reactants needed to synthesize it. (6) Given the product [NH2:4][C:5]1[N:14]=[C:13]([OH:15])[C:12]2[C:7](=[C:8]([F:17])[CH:9]=[CH:10][C:11]=2[O:20][CH3:19])[N:6]=1, predict the reactants needed to synthesize it. The reactants are: C[O-].[Na+].[NH2:4][C:5]1[N:14]=[C:13]([OH:15])[C:12]2[C:7](=[C:8]([F:17])[CH:9]=[CH:10][C:11]=2Br)[N:6]=1.C[CH2:19][O:20]C(C)=O.